From a dataset of Catalyst prediction with 721,799 reactions and 888 catalyst types from USPTO. Predict which catalyst facilitates the given reaction. (1) Reactant: Br[C:2]1[C:10]2[S:9][C:8]([S:11][CH3:12])=[N:7][C:6]=2[CH:5]=[CH:4][CH:3]=1.[C:13]([Cu])#[N:14]. Product: [CH3:12][S:11][C:8]1[S:9][C:10]2[C:2]([C:13]#[N:14])=[CH:3][CH:4]=[CH:5][C:6]=2[N:7]=1. The catalyst class is: 3. (2) Reactant: [O:1]([CH2:8][CH2:9][CH2:10]Br)[C:2]1[CH:7]=[CH:6][CH:5]=[CH:4][CH:3]=1.[C:12]1([N:18]2[C:22]([SH:23])=[N:21][N:20]=[N:19]2)[CH:17]=[CH:16][CH:15]=[CH:14][CH:13]=1.C(=O)([O-])[O-].[K+].[K+].O. The catalyst class is: 372. Product: [O:1]([CH2:8][CH2:9][CH2:10][S:23][C:22]1[N:18]([C:12]2[CH:17]=[CH:16][CH:15]=[CH:14][CH:13]=2)[N:19]=[N:20][N:21]=1)[C:2]1[CH:7]=[CH:6][CH:5]=[CH:4][CH:3]=1. (3) Reactant: [C:1]([Si:5]([C:31]1[CH:36]=[CH:35][CH:34]=[CH:33][CH:32]=1)([C:25]1[CH:30]=[CH:29][CH:28]=[CH:27][CH:26]=1)[O:6][CH:7]1[C:11]([CH2:14][OH:15])([CH2:12][OH:13])[O:10][CH:9]([N:16]2[CH:21]=[CH:20][C:19](=[O:22])[NH:18][C:17]2=[O:23])[CH:8]1[OH:24])([CH3:4])([CH3:3])[CH3:2].[C:37](Cl)(C1C=CC=CC=1)([C:46]1[CH:53]=[CH:52][C:49]([O:50][CH3:51])=[CH:48][CH:47]=1)[C:38]1[CH:45]=[CH:44][C:41]([O:42][CH3:43])=[CH:40][CH:39]=1.C(O[CH2:65][CH3:66])(=O)C. Product: [CH3:51][O:50][C:49]1[CH:48]=[CH:47][C:46]([CH:37]([C:38]2[CH:39]=[CH:40][C:41]([O:42][CH3:43])=[CH:44][CH:45]=2)[O:13][CH:12]([C:66]2[CH:65]=[CH:9][CH:8]=[CH:7][CH:11]=2)[C:11]2([CH2:14][OH:15])[O:10][CH:9]([N:16]3[CH:21]=[CH:20][C:19](=[O:22])[NH:18][C:17]3=[O:23])[CH:8]([OH:24])[CH:7]2[O:6][Si:5]([C:1]([CH3:4])([CH3:2])[CH3:3])([C:25]2[CH:26]=[CH:27][CH:28]=[CH:29][CH:30]=2)[C:31]2[CH:36]=[CH:35][CH:34]=[CH:33][CH:32]=2)=[CH:53][CH:52]=1. The catalyst class is: 17. (4) Reactant: [NH2:1][C:2]1[CH:6]=[CH:5][N:4]([CH2:7][CH2:8][N:9]([CH3:17])[C:10](=[O:16])[O:11][C:12]([CH3:15])([CH3:14])[CH3:13])[N:3]=1.Br[C:19]1[C:20](=[O:27])[N:21]([CH3:26])[CH:22]=[C:23]([Br:25])[CH:24]=1.CC1(C)C2C(=C(P(C3C=CC=CC=3)C3C=CC=CC=3)C=CC=2)OC2C(P(C3C=CC=CC=3)C3C=CC=CC=3)=CC=CC1=2.C([O-])([O-])=O.[Cs+].[Cs+]. Product: [Br:25][C:23]1[CH:24]=[C:19]([NH:1][C:2]2[CH:6]=[CH:5][N:4]([CH2:7][CH2:8][N:9]([CH3:17])[C:10](=[O:16])[O:11][C:12]([CH3:13])([CH3:14])[CH3:15])[N:3]=2)[C:20](=[O:27])[N:21]([CH3:26])[CH:22]=1. The catalyst class is: 62. (5) Reactant: C([O:3][C:4](=[O:37])[C:5]([O:8][C:9]1[CH:14]=[CH:13][C:12]([O:15][CH2:16][CH2:17][C:18]2[N:19]=[C:20]([C:24]3[CH:29]=[CH:28][C:27]([C:30]4[CH:35]=[CH:34][CH:33]=[CH:32][CH:31]=4)=[CH:26][CH:25]=3)[O:21][C:22]=2[CH3:23])=[CH:11][C:10]=1[CH3:36])([CH3:7])[CH3:6])C.[OH-].[Na+]. Product: [C:27]1([C:30]2[CH:31]=[CH:32][CH:33]=[CH:34][CH:35]=2)[CH:26]=[CH:25][C:24]([C:20]2[O:21][C:22]([CH3:23])=[C:18]([CH2:17][CH2:16][O:15][C:12]3[CH:13]=[CH:14][C:9]([O:8][C:5]([CH3:7])([CH3:6])[C:4]([OH:37])=[O:3])=[C:10]([CH3:36])[CH:11]=3)[N:19]=2)=[CH:29][CH:28]=1. The catalyst class is: 36. (6) Product: [CH2:8]([O:12][C:13]1[N:21]=[C:20]2[C:16]([N:17]=[C:18]([O:22][CH3:23])[N:19]2[CH2:32][CH2:33][CH2:34][CH2:35][CH2:36][Cl:37])=[C:15]([NH2:24])[N:14]=1)[CH2:9][CH2:10][CH3:11]. Reactant: FC(F)(F)C(O)=O.[CH2:8]([O:12][C:13]1[N:21]=[C:20]2[C:16]([N:17]=[C:18]([O:22][CH3:23])[NH:19]2)=[C:15]([NH2:24])[N:14]=1)[CH2:9][CH2:10][CH3:11].C(=O)([O-])[O-].[K+].[K+].Br[CH2:32][CH2:33][CH2:34][CH2:35][CH2:36][Cl:37]. The catalyst class is: 3. (7) Reactant: [C:1](Cl)(=[O:6])[C:2]([CH3:5])([CH3:4])[CH3:3].[Cl:8][C:9]1[N:14]=[C:13]([NH2:15])[CH:12]=[CH:11][CH:10]=1.C(N(CC)CC)C.O. Product: [Cl:8][C:9]1[N:14]=[C:13]([NH:15][C:1](=[O:6])[C:2]([CH3:5])([CH3:4])[CH3:3])[CH:12]=[CH:11][CH:10]=1. The catalyst class is: 2.